From a dataset of Forward reaction prediction with 1.9M reactions from USPTO patents (1976-2016). Predict the product of the given reaction. (1) The product is: [F:1][C:2]1[C:7]([C:8]2[C:9](=[O:19])[NH:10][C:11](=[O:18])[N:12]([CH2:14][CH2:15][CH2:16][N:31]3[CH2:32][C@H:33]4[C@:29]([C:26]5[CH:25]=[CH:24][C:23]([C:22]([F:21])([F:36])[F:35])=[CH:28][CH:27]=5)([CH2:34]4)[CH2:30]3)[CH:13]=2)=[CH:6][CH:5]=[C:4]([CH3:20])[N:3]=1. Given the reactants [F:1][C:2]1[C:7]([C:8]2[C:9](=[O:19])[NH:10][C:11](=[O:18])[N:12]([CH2:14][CH2:15][CH:16]=O)[CH:13]=2)=[CH:6][CH:5]=[C:4]([CH3:20])[N:3]=1.[F:21][C:22]([F:36])([F:35])[C:23]1[CH:28]=[CH:27][C:26]([C@:29]23[CH2:34][C@H:33]2[CH2:32][NH:31][CH2:30]3)=[CH:25][CH:24]=1.[BH-](OC(C)=O)(OC(C)=O)OC(C)=O.[Na+].[OH-].[Na+], predict the reaction product. (2) Given the reactants [F:1][C:2]1[CH:7]=[C:6]([C:8]2[N:13]=[C:12]3[N:14]([CH2:17][C:18]4[CH:19]=[C:20]5[C:25](=[CH:26][CH:27]=4)[N:24]=[CH:23][CH:22]=[CH:21]5)[N:15]=[N:16][C:11]3=[CH:10][CH:9]=2)[CH:5]=[CH:4][C:3]=1[NH:28][CH2:29][CH2:30][C:31]([O:33]C)=[O:32].[OH-].[Li+].Cl, predict the reaction product. The product is: [F:1][C:2]1[CH:7]=[C:6]([C:8]2[N:13]=[C:12]3[N:14]([CH2:17][C:18]4[CH:19]=[C:20]5[C:25](=[CH:26][CH:27]=4)[N:24]=[CH:23][CH:22]=[CH:21]5)[N:15]=[N:16][C:11]3=[CH:10][CH:9]=2)[CH:5]=[CH:4][C:3]=1[NH:28][CH2:29][CH2:30][C:31]([OH:33])=[O:32]. (3) The product is: [CH2:1]([N:4]([S:27]([CH2:30][C:31]1[CH:32]=[CH:33][CH:34]=[CH:35][CH:36]=1)(=[O:29])=[O:28])[C:5]([CH:7]1[CH2:12][CH2:11][N:10]([C:13]2[C:14]([C:25]#[N:26])=[CH:15][C:16]([C:20]([O:22][CH2:23][CH3:24])=[O:21])=[C:17]([O:19][S:46]([C:45]([F:58])([F:57])[F:44])(=[O:48])=[O:47])[N:18]=2)[CH2:9][CH2:8]1)=[O:6])[CH:2]=[CH2:3]. Given the reactants [CH2:1]([N:4]([S:27]([CH2:30][C:31]1[CH:36]=[CH:35][CH:34]=[CH:33][CH:32]=1)(=[O:29])=[O:28])[C:5]([CH:7]1[CH2:12][CH2:11][N:10]([C:13]2[NH:18][C:17](=[O:19])[C:16]([C:20]([O:22][CH2:23][CH3:24])=[O:21])=[CH:15][C:14]=2[C:25]#[N:26])[CH2:9][CH2:8]1)=[O:6])[CH:2]=[CH2:3].C(N(CC)CC)C.[F:44][C:45]([F:58])([F:57])[S:46](O[S:46]([C:45]([F:58])([F:57])[F:44])(=[O:48])=[O:47])(=[O:48])=[O:47].C([O-])(O)=O.[Na+], predict the reaction product. (4) Given the reactants F[C:2]1[CH:11]=[CH:10][C:5]([C:6]([O:8][CH3:9])=[O:7])=[C:4]([O:12][C:13]2[CH:18]=[CH:17][CH:16]=[CH:15][CH:14]=2)[CH:3]=1.[O:19]1[C:23]2([CH2:28][CH2:27][NH:26][CH2:25][CH2:24]2)[O:22][CH2:21][CH2:20]1.C(=O)([O-])[O-].[Na+].[Na+], predict the reaction product. The product is: [O:12]([C:4]1[CH:3]=[C:2]([N:26]2[CH2:27][CH2:28][C:23]3([O:22][CH2:21][CH2:20][O:19]3)[CH2:24][CH2:25]2)[CH:11]=[CH:10][C:5]=1[C:6]([O:8][CH3:9])=[O:7])[C:13]1[CH:18]=[CH:17][CH:16]=[CH:15][CH:14]=1. (5) Given the reactants [C:1]([C@@:9]([CH2:41][OH:42])([OH:40])[C@:10]([C:32](=[O:39])[C:33]1[CH:38]=[CH:37][CH:36]=[CH:35][CH:34]=1)([OH:31])[C@:11]([C:23](=[O:30])[C:24]1[CH:29]=[CH:28][CH:27]=[CH:26][CH:25]=1)([OH:22])[C:12](C(=O)C1C=CC=CC=1)=[O:13])(=[O:8])[C:2]1[CH:7]=[CH:6][CH:5]=[CH:4][CH:3]=1.[BrH:43].CC(O)=O, predict the reaction product. The product is: [Br:43][C:12]([C@:11]([C:23](=[O:30])[C:24]1[CH:25]=[CH:26][CH:27]=[CH:28][CH:29]=1)([C@:10]([C:32](=[O:39])[C:33]1[CH:38]=[CH:37][CH:36]=[CH:35][CH:34]=1)([C@:9]([C:1](=[O:8])[C:2]1[CH:7]=[CH:6][CH:5]=[CH:4][CH:3]=1)([CH2:41][OH:42])[OH:40])[OH:31])[OH:22])=[O:13].